This data is from Reaction yield outcomes from USPTO patents with 853,638 reactions. The task is: Predict the reaction yield, written as a fraction of the theoretical maximum amount of product (1.0 means a 100% yield; for example, 0.34 means a 34% yield). (1) The reactants are [Cl:1][C:2]1[C:7]([NH:8][C:9](=[O:14])[C:10]([CH3:13])([CH3:12])[CH3:11])=[CH:6][CH:5]=[C:4]([C:15]2[S:16][C:17]3[CH:23]=[C:22]([O:24][CH3:25])[CH:21]=[CH:20][C:18]=3[N:19]=2)[N:3]=1.[H-].[Na+].[CH3:28]I. The catalyst is C1COCC1. The product is [Cl:1][C:2]1[C:7]([N:8]([CH3:28])[C:9](=[O:14])[C:10]([CH3:12])([CH3:13])[CH3:11])=[CH:6][CH:5]=[C:4]([C:15]2[S:16][C:17]3[CH:23]=[C:22]([O:24][CH3:25])[CH:21]=[CH:20][C:18]=3[N:19]=2)[N:3]=1. The yield is 0.910. (2) The reactants are [CH2:1]([O:8][C:9]1[CH:10]=[C:11]2[C:15](=[CH:16][CH:17]=1)[NH:14][CH:13]=[CH:12]2)[C:2]1[CH:7]=[CH:6][CH:5]=[CH:4][CH:3]=1.[H-].[Na+].Cl[CH2:21][C:22]1[CH:41]=[CH:40][C:25]([CH2:26][O:27][C:28]2[CH:33]=[CH:32][C:31]([CH2:34][CH2:35][C:36]([O:38]C)=[O:37])=[CH:30][CH:29]=2)=[CH:24][CH:23]=1.[OH-].[Na+]. The catalyst is CN(C)C=O.C(OCC)(=O)C.O1CCCC1.CO. The product is [CH2:1]([O:8][C:9]1[CH:10]=[C:11]2[C:15](=[CH:16][CH:17]=1)[N:14]([CH2:21][C:22]1[CH:41]=[CH:40][C:25]([CH2:26][O:27][C:28]3[CH:33]=[CH:32][C:31]([CH2:34][CH2:35][C:36]([OH:38])=[O:37])=[CH:30][CH:29]=3)=[CH:24][CH:23]=1)[CH:13]=[CH:12]2)[C:2]1[CH:3]=[CH:4][CH:5]=[CH:6][CH:7]=1. The yield is 0.490. (3) The reactants are CN(C)[CH:3]=[C:4]([C:10](=[O:20])[C:11]1[CH:16]=[C:15]([F:17])[C:14]([F:18])=[CH:13][C:12]=1F)[C:5]([O:7][CH2:8][CH3:9])=[O:6].C(O)C.[C:25]([NH2:29])([CH3:28])([CH3:27])[CH3:26].C(=O)([O-])[O-].[K+].[K+]. The catalyst is O.C(OCC)C. The product is [C:25]([N:29]1[C:12]2[C:11](=[CH:16][C:15]([F:17])=[C:14]([F:18])[CH:13]=2)[C:10](=[O:20])[C:4]([C:5]([O:7][CH2:8][CH3:9])=[O:6])=[CH:3]1)([CH3:28])([CH3:27])[CH3:26]. The yield is 0.910. (4) The reactants are [CH2:1]([P:3]([CH2:10][CH:11]([CH3:14])[CH2:12][OH:13])(=[O:9])[O:4]CCCC)[CH3:2].O. The catalyst is C(O)CCC.O. The product is [CH2:1]([P:3]([CH2:10][CH:11]([CH3:14])[CH2:12][OH:13])(=[O:4])[OH:9])[CH3:2]. The yield is 0.990. (5) The catalyst is CCCCCC. The yield is 0.720. The product is [CH2:9]([O:8][C:6]([C:5]1[C:4](=[O:20])[C:14]2[C:15](=[O:19])[CH2:16][CH2:17][CH2:18][C:13]=2[NH:12][CH:11]=1)=[O:7])[CH3:10]. The reactants are C(O[C:4](=[O:20])[C:5](=[CH:11][NH:12][C:13]1[CH2:18][CH2:17][CH2:16][C:15](=[O:19])[CH:14]=1)[C:6]([O:8][CH2:9][CH3:10])=[O:7])C.C1(OC2C=CC=CC=2)C=CC=CC=1. (6) The reactants are [NH2:1][C:2]1[N:7]=[C:6]([N:8]2[C:12]3[CH:13]=[C:14](Br)[CH:15]=[CH:16][C:11]=3[N:10]=[C:9]2[O:18][CH:19]2[CH2:22][N:21]([C:23](=[O:25])[CH3:24])[CH2:20]2)[CH:5]=[CH:4][N:3]=1.[CH3:26][C:27]1[O:31][N:30]=[C:29]([C:32]([OH:36])([C:34]#[CH:35])[CH3:33])[CH:28]=1.C(N(CC)CC)C. The catalyst is CS(C)=O.Cl[Pd](Cl)([P](C1C=CC=CC=1)(C1C=CC=CC=1)C1C=CC=CC=1)[P](C1C=CC=CC=1)(C1C=CC=CC=1)C1C=CC=CC=1. The product is [NH2:1][C:2]1[N:7]=[C:6]([N:8]2[C:12]3[CH:13]=[C:14]([C:35]#[C:34][C:32]([OH:36])([C:29]4[CH:28]=[C:27]([CH3:26])[O:31][N:30]=4)[CH3:33])[CH:15]=[CH:16][C:11]=3[N:10]=[C:9]2[O:18][CH:19]2[CH2:22][N:21]([C:23](=[O:25])[CH3:24])[CH2:20]2)[CH:5]=[CH:4][N:3]=1. The yield is 0.210. (7) The reactants are Cl[C:2]1[N:7]=[C:6]([C:8]2[S:12][C:11]([CH:13]3[CH2:18][CH2:17][CH2:16][CH2:15][CH2:14]3)=[N:10][C:9]=2[C:19]2[C:20]([F:37])=[C:21]([NH:25][S:26]([C:29]3[C:34]([F:35])=[CH:33][CH:32]=[CH:31][C:30]=3[F:36])(=[O:28])=[O:27])[CH:22]=[CH:23][CH:24]=2)[CH:5]=[CH:4][N:3]=1.[NH4+:38].[OH-]. No catalyst specified. The product is [NH2:38][C:2]1[N:7]=[C:6]([C:8]2[S:12][C:11]([CH:13]3[CH2:18][CH2:17][CH2:16][CH2:15][CH2:14]3)=[N:10][C:9]=2[C:19]2[C:20]([F:37])=[C:21]([NH:25][S:26]([C:29]3[C:34]([F:35])=[CH:33][CH:32]=[CH:31][C:30]=3[F:36])(=[O:28])=[O:27])[CH:22]=[CH:23][CH:24]=2)[CH:5]=[CH:4][N:3]=1. The yield is 0.570.